From a dataset of NCI-60 drug combinations with 297,098 pairs across 59 cell lines. Regression. Given two drug SMILES strings and cell line genomic features, predict the synergy score measuring deviation from expected non-interaction effect. (1) Drug 2: CN1C(=O)N2C=NC(=C2N=N1)C(=O)N. Cell line: DU-145. Drug 1: CNC(=O)C1=CC=CC=C1SC2=CC3=C(C=C2)C(=NN3)C=CC4=CC=CC=N4. Synergy scores: CSS=-9.49, Synergy_ZIP=3.11, Synergy_Bliss=-2.65, Synergy_Loewe=-7.80, Synergy_HSA=-7.60. (2) Drug 1: CC1C(C(CC(O1)OC2CC(CC3=C2C(=C4C(=C3O)C(=O)C5=C(C4=O)C(=CC=C5)OC)O)(C(=O)CO)O)N)O.Cl. Drug 2: C1CN(P(=O)(OC1)NCCCl)CCCl. Cell line: M14. Synergy scores: CSS=-7.50, Synergy_ZIP=4.96, Synergy_Bliss=4.93, Synergy_Loewe=-4.30, Synergy_HSA=-5.43. (3) Synergy scores: CSS=9.76, Synergy_ZIP=-0.392, Synergy_Bliss=1.49, Synergy_Loewe=-0.251, Synergy_HSA=0.711. Drug 2: CN(C(=O)NC(C=O)C(C(C(CO)O)O)O)N=O. Cell line: U251. Drug 1: CCCS(=O)(=O)NC1=C(C(=C(C=C1)F)C(=O)C2=CNC3=C2C=C(C=N3)C4=CC=C(C=C4)Cl)F. (4) Synergy scores: CSS=1.11, Synergy_ZIP=-1.99, Synergy_Bliss=-1.62, Synergy_Loewe=-2.85, Synergy_HSA=-1.32. Cell line: UACC62. Drug 1: CN1C(=O)N2C=NC(=C2N=N1)C(=O)N. Drug 2: C1=CC=C(C(=C1)C(C2=CC=C(C=C2)Cl)C(Cl)Cl)Cl. (5) Drug 1: COC1=C(C=C2C(=C1)N=CN=C2NC3=CC(=C(C=C3)F)Cl)OCCCN4CCOCC4. Drug 2: C1CCC(C(C1)N)N.C(=O)(C(=O)[O-])[O-].[Pt+4]. Cell line: HT29. Synergy scores: CSS=30.4, Synergy_ZIP=-8.77, Synergy_Bliss=-4.50, Synergy_Loewe=-4.87, Synergy_HSA=-0.741. (6) Drug 1: C1CN(P(=O)(OC1)NCCCl)CCCl. Drug 2: CC1CCCC2(C(O2)CC(NC(=O)CC(C(C(=O)C(C1O)C)(C)C)O)C(=CC3=CSC(=N3)C)C)C. Cell line: HOP-62. Synergy scores: CSS=35.0, Synergy_ZIP=4.05, Synergy_Bliss=0.720, Synergy_Loewe=-28.9, Synergy_HSA=-1.71.